From a dataset of Forward reaction prediction with 1.9M reactions from USPTO patents (1976-2016). Predict the product of the given reaction. (1) Given the reactants [N:1]1([C:10]2[S:11][C:12]([C:27]([NH2:29])=[O:28])=[C:13]([O:15][CH2:16][C:17]3[CH:22]=[CH:21][CH:20]=[CH:19][C:18]=3[C:23]([F:26])([F:25])[F:24])[N:14]=2)[C:5]2[CH:6]=[CH:7][CH:8]=[CH:9][C:4]=2[N:3]=[CH:2]1.ClC1SC(C(N)=O)=C(OCC2C=CC=CC=2C(F)(F)[F:45])N=1.FC1C=CC2N=CNC=2C=1.C([O-])([O-])=O.[K+].[K+], predict the reaction product. The product is: [F:45][C:7]1[CH:8]=[CH:9][C:4]2[N:3]=[CH:2][N:1]([C:10]3[S:11][C:12]([C:27]([NH2:29])=[O:28])=[C:13]([O:15][CH2:16][C:17]4[CH:22]=[CH:21][CH:20]=[CH:19][C:18]=4[C:23]([F:26])([F:25])[F:24])[N:14]=3)[C:5]=2[CH:6]=1. (2) Given the reactants [CH2:1]([O:8][C:9]1[CH:14]=[CH:13][CH:12]=[C:11]([O:15][CH2:16][C:17]2[CH:22]=[CH:21][CH:20]=[CH:19][CH:18]=2)[C:10]=1[CH2:23][OH:24])[C:2]1[CH:7]=[CH:6][CH:5]=[CH:4][CH:3]=1.CC(OI1(OC(C)=O)(OC(C)=O)OC(=O)C2C=CC=CC1=2)=O.C([O-])(O)=O.[Na+], predict the reaction product. The product is: [CH2:1]([O:8][C:9]1[CH:14]=[CH:13][CH:12]=[C:11]([O:15][CH2:16][C:17]2[CH:22]=[CH:21][CH:20]=[CH:19][CH:18]=2)[C:10]=1[CH:23]=[O:24])[C:2]1[CH:3]=[CH:4][CH:5]=[CH:6][CH:7]=1. (3) Given the reactants [CH3:1][C:2]1[O:3][C:4]2[C:9]([C:10](=[O:12])[CH:11]=1)=[C:8]([N+:13]([O-])=O)[CH:7]=[CH:6][C:5]=2[CH3:16].O.O.[Sn](Cl)Cl.C(=O)(O)[O-].[Na+], predict the reaction product. The product is: [NH2:13][C:8]1[CH:7]=[CH:6][C:5]([CH3:16])=[C:4]2[C:9]=1[C:10](=[O:12])[CH:11]=[C:2]([CH3:1])[O:3]2. (4) Given the reactants [Cl:1][C:2]1[CH:7]=[CH:6][C:5]([N:8]2[CH:12]=[CH:11][CH:10]=[C:9]2[CH:13]=[CH:14][C:15]([O:17][CH3:18])=[O:16])=[C:4]([C:19](=[O:28])[C:20]2[CH:25]=[CH:24][CH:23]=[C:22]([O:26][CH3:27])[CH:21]=2)[CH:3]=1.[BH4-].[Na+].CC(C)=O, predict the reaction product. The product is: [Cl:1][C:2]1[CH:7]=[CH:6][C:5]([N:8]2[CH:12]=[CH:11][CH:10]=[C:9]2[CH:13]=[CH:14][C:15]([O:17][CH3:18])=[O:16])=[C:4]([CH:19]([C:20]2[CH:25]=[CH:24][CH:23]=[C:22]([O:26][CH3:27])[CH:21]=2)[OH:28])[CH:3]=1. (5) Given the reactants [NH2:1][CH2:2][C@@H:3]1[CH2:8][CH2:7][C@H:6]([NH:9][C:10]2[N:15]=[C:14]([N:16]([CH3:18])[CH3:17])[CH:13]=[CH:12][N:11]=2)[CH2:5][CH2:4]1.[Cl:19][C:20]1[CH:25]=[CH:24][CH:23]=[C:22]([N:26]=[C:27]=[O:28])[C:21]=1[Cl:29].O, predict the reaction product. The product is: [ClH:19].[Cl:29][C:21]1[C:20]([Cl:19])=[CH:25][CH:24]=[CH:23][C:22]=1[NH:26][C:27]([NH:1][CH2:2][C@H:3]1[CH2:4][CH2:5][C@@H:6]([NH:9][C:10]2[N:15]=[C:14]([N:16]([CH3:18])[CH3:17])[CH:13]=[CH:12][N:11]=2)[CH2:7][CH2:8]1)=[O:28]. (6) Given the reactants CC1(C)C[CH:10]([NH2:12])[C:9]2[C:4](=[CH:5][CH:6]=[CH:7]C=2)[O:3]1.[CH:14]1([O:19][C:20]2[C:25]([O:26][CH3:27])=[CH:24][CH:23]=[CH:22][C:21]=2[CH2:28][CH2:29][CH2:30][C:31]([OH:33])=O)[CH2:18][CH2:17][CH2:16][CH2:15]1.CCN=C=NCCCN(C)C.[ClH:45].[CH:46]1[CH:47]=[CH:48][C:49]2N(O)N=N[C:50]=2[CH:51]=1.C(N(CC)CC)C, predict the reaction product. The product is: [Cl:45][C:46]1[CH:51]=[C:50]2[C:49](=[CH:48][CH:47]=1)[O:3][C:4]1([CH2:5][CH2:6][CH2:7]1)[CH2:9][CH:10]2[NH:12][C:31](=[O:33])[CH2:30][CH2:29][CH2:28][C:21]1[CH:22]=[CH:23][CH:24]=[C:25]([O:26][CH3:27])[C:20]=1[O:19][CH:14]1[CH2:15][CH2:16][CH2:17][CH2:18]1.